The task is: Regression. Given two drug SMILES strings and cell line genomic features, predict the synergy score measuring deviation from expected non-interaction effect.. This data is from NCI-60 drug combinations with 297,098 pairs across 59 cell lines. (1) Drug 1: CC1=C(C=C(C=C1)NC2=NC=CC(=N2)N(C)C3=CC4=NN(C(=C4C=C3)C)C)S(=O)(=O)N.Cl. Drug 2: CC1CCCC2(C(O2)CC(NC(=O)CC(C(C(=O)C(C1O)C)(C)C)O)C(=CC3=CSC(=N3)C)C)C. Cell line: UACC62. Synergy scores: CSS=1.50, Synergy_ZIP=-0.637, Synergy_Bliss=-2.27, Synergy_Loewe=-5.69, Synergy_HSA=-2.40. (2) Drug 1: CC1=C(C(=CC=C1)Cl)NC(=O)C2=CN=C(S2)NC3=CC(=NC(=N3)C)N4CCN(CC4)CCO. Drug 2: CCN(CC)CCCC(C)NC1=C2C=C(C=CC2=NC3=C1C=CC(=C3)Cl)OC. Cell line: HS 578T. Synergy scores: CSS=4.54, Synergy_ZIP=-3.87, Synergy_Bliss=-2.89, Synergy_Loewe=-6.28, Synergy_HSA=-2.56.